The task is: Regression. Given two drug SMILES strings and cell line genomic features, predict the synergy score measuring deviation from expected non-interaction effect.. This data is from NCI-60 drug combinations with 297,098 pairs across 59 cell lines. (1) Drug 1: COC1=CC(=CC(=C1O)OC)C2C3C(COC3=O)C(C4=CC5=C(C=C24)OCO5)OC6C(C(C7C(O6)COC(O7)C8=CC=CS8)O)O. Drug 2: C1CC(=O)NC(=O)C1N2C(=O)C3=CC=CC=C3C2=O. Cell line: SN12C. Synergy scores: CSS=45.0, Synergy_ZIP=15.3, Synergy_Bliss=16.1, Synergy_Loewe=-25.9, Synergy_HSA=16.8. (2) Synergy scores: CSS=79.4, Synergy_ZIP=8.18, Synergy_Bliss=7.11, Synergy_Loewe=-29.5, Synergy_HSA=6.03. Drug 2: CC1=CC2C(CCC3(C2CCC3(C(=O)C)OC(=O)C)C)C4(C1=CC(=O)CC4)C. Drug 1: C1=CC(=C2C(=C1NCCNCCO)C(=O)C3=C(C=CC(=C3C2=O)O)O)NCCNCCO. Cell line: HL-60(TB). (3) Drug 1: C1CC(C1)(C(=O)O)C(=O)O.[NH2-].[NH2-].[Pt+2]. Drug 2: CC(C)NC(=O)C1=CC=C(C=C1)CNNC.Cl. Cell line: ACHN. Synergy scores: CSS=7.69, Synergy_ZIP=-2.80, Synergy_Bliss=2.09, Synergy_Loewe=-10.3, Synergy_HSA=-0.551. (4) Drug 1: CC(C1=C(C=CC(=C1Cl)F)Cl)OC2=C(N=CC(=C2)C3=CN(N=C3)C4CCNCC4)N. Drug 2: CN(C)C1=NC(=NC(=N1)N(C)C)N(C)C. Cell line: SF-268. Synergy scores: CSS=0.816, Synergy_ZIP=1.71, Synergy_Bliss=3.51, Synergy_Loewe=-8.63, Synergy_HSA=-3.09. (5) Drug 1: C1CCC(C1)C(CC#N)N2C=C(C=N2)C3=C4C=CNC4=NC=N3. Drug 2: C1=NNC2=C1C(=O)NC=N2. Cell line: SNB-19. Synergy scores: CSS=1.68, Synergy_ZIP=1.05, Synergy_Bliss=-0.268, Synergy_Loewe=-3.14, Synergy_HSA=-3.17. (6) Drug 1: COC1=CC(=CC(=C1O)OC)C2C3C(COC3=O)C(C4=CC5=C(C=C24)OCO5)OC6C(C(C7C(O6)COC(O7)C8=CC=CS8)O)O. Drug 2: CCN(CC)CCNC(=O)C1=C(NC(=C1C)C=C2C3=C(C=CC(=C3)F)NC2=O)C. Cell line: A549. Synergy scores: CSS=42.1, Synergy_ZIP=3.15, Synergy_Bliss=4.32, Synergy_Loewe=-9.71, Synergy_HSA=3.73.